This data is from Peptide-MHC class II binding affinity with 134,281 pairs from IEDB. The task is: Regression. Given a peptide amino acid sequence and an MHC pseudo amino acid sequence, predict their binding affinity value. This is MHC class II binding data. (1) The peptide sequence is HFKVAATAANAAPAN. The MHC is DRB1_0901 with pseudo-sequence DRB1_0901. The binding affinity (normalized) is 0.396. (2) The MHC is DRB1_0101 with pseudo-sequence DRB1_0101. The peptide sequence is GGCRCGKYPRLKKPT. The binding affinity (normalized) is 0.187.